Dataset: Forward reaction prediction with 1.9M reactions from USPTO patents (1976-2016). Task: Predict the product of the given reaction. (1) Given the reactants [CH3:1][C:2]1[N:7]=[C:6]([CH2:8]O)[CH:5]=[CH:4][CH:3]=1.C(Br)(Br)(Br)[Br:11].C1C=CC(P(C2C=CC=CC=2)C2C=CC=CC=2)=CC=1, predict the reaction product. The product is: [Br:11][CH2:8][C:6]1[CH:5]=[CH:4][CH:3]=[C:2]([CH3:1])[N:7]=1. (2) Given the reactants Br[C:2]1[CH:7]=[C:6]([C:8]([O:12][CH3:13])([O:10][CH3:11])[CH3:9])[CH:5]=[C:4]([C:14]([F:17])([F:16])[F:15])[C:3]=1[O:18][CH3:19].C1C=CC(P(C2C(C3C(P(C4C=CC=CC=4)C4C=CC=CC=4)=CC=C4C=3C=CC=C4)=C3C(C=CC=C3)=CC=2)C2C=CC=CC=2)=CC=1.[NH:66]1[CH2:71][CH2:70][O:69][CH2:68][CH2:67]1, predict the reaction product. The product is: [CH3:11][O:10][C:8]([C:6]1[CH:5]=[C:4]([C:14]([F:17])([F:16])[F:15])[C:3]([O:18][CH3:19])=[C:2]([N:66]2[CH2:71][CH2:70][O:69][CH2:68][CH2:67]2)[CH:7]=1)([O:12][CH3:13])[CH3:9].